Task: Predict which catalyst facilitates the given reaction.. Dataset: Catalyst prediction with 721,799 reactions and 888 catalyst types from USPTO (1) Reactant: [NH2:1][C:2]1[CH:11]=[C:10]([N:12]2[CH2:17][CH2:16][N:15]([C:18]([NH:20][C@H:21]3[CH2:27][CH2:26][CH2:25][CH2:24][N:23]([CH2:28][C:29]([OH:31])=O)[C:22]3=[O:32])=[O:19])[CH2:14][CH2:13]2)[C:9]2[C:4](=[CH:5][C:6]([Cl:33])=[CH:7][CH:8]=2)[N:3]=1.[CH2:34]([NH2:41])[C:35]1[CH:40]=[CH:39][CH:38]=[CH:37][CH:36]=1.CN(C(ON1N=NC2C=CC=NC1=2)=[N+](C)C)C.F[P-](F)(F)(F)(F)F.C(N(C(C)C)CC)(C)C. Product: [NH2:1][C:2]1[CH:11]=[C:10]([N:12]2[CH2:13][CH2:14][N:15]([C:18]([NH:20][C@H:21]3[CH2:27][CH2:26][CH2:25][CH2:24][N:23]([CH2:28][C:29]([NH:41][CH2:34][C:35]4[CH:40]=[CH:39][CH:38]=[CH:37][CH:36]=4)=[O:31])[C:22]3=[O:32])=[O:19])[CH2:16][CH2:17]2)[C:9]2[C:4](=[CH:5][C:6]([Cl:33])=[CH:7][CH:8]=2)[N:3]=1. The catalyst class is: 39. (2) The catalyst class is: 21. Reactant: [CH3:1][C:2]1([C:7]2[N:12]=[C:11]([C:13](=[CH2:27])[CH2:14][CH2:15][O:16]/[N:17]=[C:18](/[C:20]3[CH:25]=[CH:24][CH:23]=[C:22]([CH3:26])[N:21]=3)\[CH3:19])[CH:10]=[CH:9][CH:8]=2)OCC[O:3]1.Cl. Product: [CH2:27]=[C:13]([C:11]1[N:12]=[C:7]([C:2](=[O:3])[CH3:1])[CH:8]=[CH:9][CH:10]=1)[CH2:14][CH2:15][O:16]/[N:17]=[C:18](/[C:20]1[CH:25]=[CH:24][CH:23]=[C:22]([CH3:26])[N:21]=1)\[CH3:19].